This data is from Forward reaction prediction with 1.9M reactions from USPTO patents (1976-2016). The task is: Predict the product of the given reaction. The product is: [CH2:1]([O:8][C:9](=[O:23])[C@@H:10]1[CH2:14][C@@H:13]([F:47])[CH2:12][N:11]1[C:16]([O:18][C:19]([CH3:22])([CH3:21])[CH3:20])=[O:17])[C:2]1[CH:7]=[CH:6][CH:5]=[CH:4][CH:3]=1. Given the reactants [CH2:1]([O:8][C:9](=[O:23])[C@H:10]1[CH2:14][C@H:13](O)[CH2:12][N:11]1[C:16]([O:18][C:19]([CH3:22])([CH3:21])[CH3:20])=[O:17])[C:2]1[CH:7]=[CH:6][CH:5]=[CH:4][CH:3]=1.COC(=O)[C@@H]1C[C@H](O)CN1C(OC(C)(C)C)=O.C(N(S(F)(F)[F:47])CC)C, predict the reaction product.